This data is from Catalyst prediction with 721,799 reactions and 888 catalyst types from USPTO. The task is: Predict which catalyst facilitates the given reaction. (1) Reactant: [CH:1]1([C:7](=O)[CH2:8][N:9]2[C:14](=[O:15])[C:13]([CH2:16][C:17]3[CH:22]=[CH:21][C:20]([C:23]4[CH:28]=[CH:27][CH:26]=[CH:25][C:24]=4[C:29]4[NH:33][C:32](=[O:34])[O:31][N:30]=4)=[CH:19][CH:18]=3)=[C:12]([CH2:35][CH2:36][CH3:37])[N:11]3[N:38]=[C:39]([CH3:41])[N:40]=[C:10]23)[CH2:6][CH2:5][CH2:4][CH2:3][CH2:2]1.Cl.[NH2:44][O:45][CH3:46].N1C=CC=CC=1.Cl. Product: [CH:1]1(/[C:7](=[N:44]\[O:45][CH3:46])/[CH2:8][N:9]2[C:14](=[O:15])[C:13]([CH2:16][C:17]3[CH:18]=[CH:19][C:20]([C:23]4[CH:28]=[CH:27][CH:26]=[CH:25][C:24]=4[C:29]4[NH:33][C:32](=[O:34])[O:31][N:30]=4)=[CH:21][CH:22]=3)=[C:12]([CH2:35][CH2:36][CH3:37])[N:11]3[N:38]=[C:39]([CH3:41])[N:40]=[C:10]23)[CH2:6][CH2:5][CH2:4][CH2:3][CH2:2]1. The catalyst class is: 69. (2) Reactant: [C:1]([NH:4][C:5]1[CH:14]=[CH:13][C:12]2[C:7](=[CH:8][CH:9]=[C:10]([CH2:15]Br)[CH:11]=2)[N:6]=1)(=[O:3])[CH3:2].[C-:17]#[N:18].[Na+]. Product: [C:1]([NH:4][C:5]1[CH:14]=[CH:13][C:12]2[C:7](=[CH:8][CH:9]=[C:10]([CH2:15][C:17]#[N:18])[CH:11]=2)[N:6]=1)(=[O:3])[CH3:2]. The catalyst class is: 3. (3) Reactant: C[O:2][C:3](=[O:45])[CH2:4][CH2:5][S:6]([N:9]1[CH2:14][CH2:13][N:12]([CH2:15][C:16]2[C:17]([C:39]3[CH:44]=[CH:43][CH:42]=[CH:41][CH:40]=3)=[N:18][C:19]3[C:24]([C:25]=2[C:26](=[O:38])[NH:27][C@H:28]([C:32]2[CH:37]=[CH:36][CH:35]=[CH:34][CH:33]=2)[CH:29]([CH3:31])[CH3:30])=[CH:23][CH:22]=[CH:21][CH:20]=3)[CH2:11][CH2:10]1)(=[O:8])=[O:7].[OH-].[Na+]. Product: [CH3:30][CH:29]([CH3:31])[C@H:28]([NH:27][C:26]([C:25]1[C:24]2[C:19](=[CH:20][CH:21]=[CH:22][CH:23]=2)[N:18]=[C:17]([C:39]2[CH:44]=[CH:43][CH:42]=[CH:41][CH:40]=2)[C:16]=1[CH2:15][N:12]1[CH2:13][CH2:14][N:9]([S:6]([CH2:5][CH2:4][C:3]([OH:45])=[O:2])(=[O:8])=[O:7])[CH2:10][CH2:11]1)=[O:38])[C:32]1[CH:33]=[CH:34][CH:35]=[CH:36][CH:37]=1. The catalyst class is: 8.